Dataset: Catalyst prediction with 721,799 reactions and 888 catalyst types from USPTO. Task: Predict which catalyst facilitates the given reaction. (1) Reactant: [NH2:1][C:2]1[CH:3]=[C:4]([CH2:10][OH:11])[CH:5]=[C:6]([CH2:8][OH:9])[CH:7]=1.[CH3:12][S:13][S:14][C:15]([CH3:19])([CH3:18])[CH:16]=O.[BH4-].[Na+]. Product: [CH3:16][C:15]([S:14][S:13][CH3:12])([CH3:19])[CH2:18][NH:1][C:2]1[CH:3]=[C:4]([CH2:10][OH:11])[CH:5]=[C:6]([CH2:8][OH:9])[CH:7]=1. The catalyst class is: 8. (2) Reactant: C([O:4][C@@H:5]([C:30]([NH:32][C:33]1[CH:38]=[CH:37][C:36]([C:39]#[N:40])=[CH:35][CH:34]=1)=[O:31])[C@@H:6](CC([O-])=O)[C:7]([N:9]([C:17]1[CH:25]=[C:24]2[C:20]([CH:21]=[CH:22][NH:23]2)=[CH:19][CH:18]=1)[CH2:10][CH2:11][O:12]S(C)(=O)=O)=[O:8])(=O)C.C([O-])([O-])=O.[K+].[K+].Cl.O. Product: [C:39]([C:36]1[CH:37]=[CH:38][C:33]([NH:32][C:30](=[O:31])[C@H:5]([OH:4])[C@H:6]2[O:12][CH2:11][CH2:10][N:9]([C:17]3[CH:25]=[C:24]4[C:20]([CH:21]=[CH:22][NH:23]4)=[CH:19][CH:18]=3)[C:7]2=[O:8])=[CH:34][CH:35]=1)#[N:40]. The catalyst class is: 275. (3) The catalyst class is: 1. Product: [C:1]([C:5]1[CH:9]=[C:8]([NH:10][C:11]([NH:13][C:14]2[CH:19]=[CH:18][C:17]([Cl:20])=[CH:16][CH:15]=2)=[O:12])[N:7]([C:21]2[CH:26]=[CH:25][CH:24]=[C:23]([CH:27]([OH:28])[C:30]([F:32])([F:31])[F:29])[CH:22]=2)[N:6]=1)([CH3:4])([CH3:2])[CH3:3]. Reactant: [C:1]([C:5]1[CH:9]=[C:8]([NH:10][C:11]([NH:13][C:14]2[CH:19]=[CH:18][C:17]([Cl:20])=[CH:16][CH:15]=2)=[O:12])[N:7]([C:21]2[CH:26]=[CH:25][CH:24]=[C:23]([CH:27]=[O:28])[CH:22]=2)[N:6]=1)([CH3:4])([CH3:3])[CH3:2].[F:29][C:30]([Si](C)(C)C)([F:32])[F:31].CCCC[N+](CCCC)(CCCC)CCCC.[F-].Cl. (4) Reactant: [F:1][C:2]1[CH:7]=[C:6]([OH:8])[CH:5]=[CH:4][C:3]=1[C:9](=[O:11])[CH3:10].[Br:12]Br. Product: [Br:12][CH2:10][C:9]([C:3]1[CH:4]=[CH:5][C:6]([OH:8])=[CH:7][C:2]=1[F:1])=[O:11]. The catalyst class is: 12. (5) Reactant: [Br:1][C:2]1[CH:7]=[CH:6][C:5]([C:8]2[O:12][N:11]=[C:10]([CH3:13])[C:9]=2[CH:14]2[CH2:16][O:15]2)=[CH:4][CH:3]=1.[CH2:17]([OH:24])[C:18]1[CH:23]=[CH:22][CH:21]=[CH:20][CH:19]=1. Product: [CH2:17]([O:24][CH2:16][CH:14]([C:9]1[C:10]([CH3:13])=[N:11][O:12][C:8]=1[C:5]1[CH:6]=[CH:7][C:2]([Br:1])=[CH:3][CH:4]=1)[OH:15])[C:18]1[CH:23]=[CH:22][CH:21]=[CH:20][CH:19]=1. The catalyst class is: 14.